From a dataset of Forward reaction prediction with 1.9M reactions from USPTO patents (1976-2016). Predict the product of the given reaction. (1) Given the reactants C([O:3][C:4](=[O:28])[CH2:5][N:6]1[CH2:11][CH2:10][CH:9]([C:12](=[O:27])[C:13]2[CH:18]=[CH:17][C:16]([O:19][CH2:20][C:21]3[CH:26]=[CH:25][CH:24]=[CH:23][CH:22]=3)=[CH:15][CH:14]=2)[CH2:8][CH2:7]1)C.[OH-].[Na+].Cl, predict the reaction product. The product is: [CH2:20]([O:19][C:16]1[CH:17]=[CH:18][C:13]([C:12]([CH:9]2[CH2:8][CH2:7][N:6]([CH2:5][C:4]([OH:28])=[O:3])[CH2:11][CH2:10]2)=[O:27])=[CH:14][CH:15]=1)[C:21]1[CH:22]=[CH:23][CH:24]=[CH:25][CH:26]=1. (2) Given the reactants [N:1]12[CH2:9][CH:5]([CH2:6][CH2:7][CH2:8]1)[CH:4]([OH:10])[CH2:3][CH2:2]2.[H-].[Na+].Cl[C:14]1[N:15]=[N:16][C:17]([C:20]2[CH:25]=[CH:24][C:23]([CH3:26])=[CH:22][C:21]=2[F:27])=[CH:18][CH:19]=1, predict the reaction product. The product is: [F:27][C:21]1[CH:22]=[C:23]([CH3:26])[CH:24]=[CH:25][C:20]=1[C:17]1[N:16]=[N:15][C:14]([O:10][CH:4]2[CH:5]3[CH2:9][N:1]([CH2:8][CH2:7][CH2:6]3)[CH2:2][CH2:3]2)=[CH:19][CH:18]=1.